Dataset: NCI-60 drug combinations with 297,098 pairs across 59 cell lines. Task: Regression. Given two drug SMILES strings and cell line genomic features, predict the synergy score measuring deviation from expected non-interaction effect. (1) Drug 1: C1=C(C(=O)NC(=O)N1)N(CCCl)CCCl. Drug 2: N.N.Cl[Pt+2]Cl. Cell line: U251. Synergy scores: CSS=17.2, Synergy_ZIP=-13.4, Synergy_Bliss=-7.57, Synergy_Loewe=-13.6, Synergy_HSA=-6.92. (2) Drug 1: CC1=C(C=C(C=C1)C(=O)NC2=CC(=CC(=C2)C(F)(F)F)N3C=C(N=C3)C)NC4=NC=CC(=N4)C5=CN=CC=C5. Drug 2: C1CN1C2=NC(=NC(=N2)N3CC3)N4CC4. Cell line: SW-620. Synergy scores: CSS=20.8, Synergy_ZIP=3.85, Synergy_Bliss=2.19, Synergy_Loewe=-7.99, Synergy_HSA=0.209. (3) Drug 1: CC1=C2C(C(=O)C3(C(CC4C(C3C(C(C2(C)C)(CC1OC(=O)C(C(C5=CC=CC=C5)NC(=O)OC(C)(C)C)O)O)OC(=O)C6=CC=CC=C6)(CO4)OC(=O)C)O)C)O. Drug 2: B(C(CC(C)C)NC(=O)C(CC1=CC=CC=C1)NC(=O)C2=NC=CN=C2)(O)O. Cell line: TK-10. Synergy scores: CSS=26.4, Synergy_ZIP=-9.32, Synergy_Bliss=-8.06, Synergy_Loewe=-17.6, Synergy_HSA=-7.83. (4) Drug 1: C1CN(CCN1C(=O)CCBr)C(=O)CCBr. Drug 2: C1CN(P(=O)(OC1)NCCCl)CCCl. Cell line: A498. Synergy scores: CSS=11.2, Synergy_ZIP=-2.48, Synergy_Bliss=-0.280, Synergy_Loewe=-3.71, Synergy_HSA=-0.397. (5) Drug 1: COC1=CC(=CC(=C1O)OC)C2C3C(COC3=O)C(C4=CC5=C(C=C24)OCO5)OC6C(C(C7C(O6)COC(O7)C8=CC=CS8)O)O. Drug 2: C1C(C(OC1N2C=NC3=C2NC=NCC3O)CO)O. Cell line: MALME-3M. Synergy scores: CSS=28.5, Synergy_ZIP=1.27, Synergy_Bliss=2.05, Synergy_Loewe=-19.5, Synergy_HSA=2.41. (6) Drug 1: CC1OCC2C(O1)C(C(C(O2)OC3C4COC(=O)C4C(C5=CC6=C(C=C35)OCO6)C7=CC(=C(C(=C7)OC)O)OC)O)O. Drug 2: CC1=C(C(CCC1)(C)C)C=CC(=CC=CC(=CC(=O)O)C)C. Cell line: OVCAR-8. Synergy scores: CSS=22.3, Synergy_ZIP=0.0252, Synergy_Bliss=1.79, Synergy_Loewe=-9.98, Synergy_HSA=3.06. (7) Drug 1: CC1CCC2CC(C(=CC=CC=CC(CC(C(=O)C(C(C(=CC(C(=O)CC(OC(=O)C3CCCCN3C(=O)C(=O)C1(O2)O)C(C)CC4CCC(C(C4)OC)O)C)C)O)OC)C)C)C)OC. Drug 2: CNC(=O)C1=NC=CC(=C1)OC2=CC=C(C=C2)NC(=O)NC3=CC(=C(C=C3)Cl)C(F)(F)F. Cell line: UACC-257. Synergy scores: CSS=2.38, Synergy_ZIP=0.954, Synergy_Bliss=3.89, Synergy_Loewe=2.02, Synergy_HSA=2.15. (8) Drug 1: CC1C(C(=O)NC(C(=O)N2CCCC2C(=O)N(CC(=O)N(C(C(=O)O1)C(C)C)C)C)C(C)C)NC(=O)C3=C4C(=C(C=C3)C)OC5=C(C(=O)C(=C(C5=N4)C(=O)NC6C(OC(=O)C(N(C(=O)CN(C(=O)C7CCCN7C(=O)C(NC6=O)C(C)C)C)C)C(C)C)C)N)C. Drug 2: C1C(C(OC1N2C=C(C(=O)NC2=O)F)CO)O. Cell line: TK-10. Synergy scores: CSS=15.2, Synergy_ZIP=-8.03, Synergy_Bliss=-0.527, Synergy_Loewe=-11.2, Synergy_HSA=-3.49. (9) Drug 1: CCCCCOC(=O)NC1=NC(=O)N(C=C1F)C2C(C(C(O2)C)O)O. Drug 2: CC(C)NC(=O)C1=CC=C(C=C1)CNNC.Cl. Cell line: SK-OV-3. Synergy scores: CSS=-4.51, Synergy_ZIP=3.21, Synergy_Bliss=0.491, Synergy_Loewe=-4.12, Synergy_HSA=-4.75. (10) Drug 1: CNC(=O)C1=CC=CC=C1SC2=CC3=C(C=C2)C(=NN3)C=CC4=CC=CC=N4. Drug 2: CCC1(CC2CC(C3=C(CCN(C2)C1)C4=CC=CC=C4N3)(C5=C(C=C6C(=C5)C78CCN9C7C(C=CC9)(C(C(C8N6C=O)(C(=O)OC)O)OC(=O)C)CC)OC)C(=O)OC)O.OS(=O)(=O)O. Cell line: HCC-2998. Synergy scores: CSS=20.3, Synergy_ZIP=3.83, Synergy_Bliss=1.91, Synergy_Loewe=-21.3, Synergy_HSA=0.493.